The task is: Regression. Given a peptide amino acid sequence and an MHC pseudo amino acid sequence, predict their binding affinity value. This is MHC class I binding data.. This data is from Peptide-MHC class I binding affinity with 185,985 pairs from IEDB/IMGT. (1) The peptide sequence is MRVLHLDLK. The MHC is HLA-B27:05 with pseudo-sequence HLA-B27:05. The binding affinity (normalized) is 0.259. (2) The peptide sequence is GMAEDLQSL. The MHC is HLA-B44:02 with pseudo-sequence HLA-B44:02. The binding affinity (normalized) is 0.0847.